Dataset: Catalyst prediction with 721,799 reactions and 888 catalyst types from USPTO. Task: Predict which catalyst facilitates the given reaction. Reactant: [CH:1]1([N:6]2[C:10]3[N:11]=[C:12]([NH2:15])[N:13]=[CH:14][C:9]=3[C:8]3[CH:16]=[CH:17][N:18]=[C:19]([F:20])[C:7]2=3)[CH2:5][CH2:4][CH2:3][CH2:2]1.[Si:21]([O:28][CH2:29][CH:30]1[CH2:35][CH2:34][N:33]([C:36]2[CH:37]=[CH:38][C:39](Cl)=[N:40][CH:41]=2)[CH2:32][CH2:31]1)([C:24]([CH3:27])([CH3:26])[CH3:25])([CH3:23])[CH3:22].C1(P(C2C=CC=CC=2)C2C3OC4C(=CC=CC=4P(C4C=CC=CC=4)C4C=CC=CC=4)C(C)(C)C=3C=CC=2)C=CC=CC=1.CC(C)([O-])C.[Na+]. Product: [Si:21]([O:28][CH2:29][CH:30]1[CH2:31][CH2:32][N:33]([C:36]2[CH:37]=[CH:38][C:39]([NH:15][C:12]3[N:13]=[CH:14][C:9]4[C:8]5[CH:16]=[CH:17][N:18]=[C:19]([F:20])[C:7]=5[N:6]([CH:1]5[CH2:2][CH2:3][CH2:4][CH2:5]5)[C:10]=4[N:11]=3)=[N:40][CH:41]=2)[CH2:34][CH2:35]1)([C:24]([CH3:27])([CH3:25])[CH3:26])([CH3:23])[CH3:22]. The catalyst class is: 102.